This data is from Forward reaction prediction with 1.9M reactions from USPTO patents (1976-2016). The task is: Predict the product of the given reaction. Given the reactants [NH2:1][C:2]1[CH:11]=[CH:10][C:9]2[C:4](=[CH:5][CH:6]=[CH:7][CH:8]=2)[C:3]=1[C:12]1[C:21]2[C:16](=[CH:17][CH:18]=[CH:19][CH:20]=2)[CH:15]=[CH:14][C:13]=1[P:22]([C:29]1[CH:34]=[CH:33][CH:32]=[CH:31][CH:30]=1)[C:23]1[CH:28]=[CH:27][CH:26]=[CH:25][CH:24]=1.N1C=CC=CC=1.Cl[C:42]([O:44][CH3:45])=[O:43].[Cl-].[NH4+], predict the reaction product. The product is: [CH3:45][O:44][C:42]([NH:1][C:2]1[CH:11]=[CH:10][C:9]2[C:4](=[CH:5][CH:6]=[CH:7][CH:8]=2)[C:3]=1[C:12]1[C:21]2[C:16](=[CH:17][CH:18]=[CH:19][CH:20]=2)[CH:15]=[CH:14][C:13]=1[P:22]([C:29]1[CH:30]=[CH:31][CH:32]=[CH:33][CH:34]=1)[C:23]1[CH:24]=[CH:25][CH:26]=[CH:27][CH:28]=1)=[O:43].